Dataset: Forward reaction prediction with 1.9M reactions from USPTO patents (1976-2016). Task: Predict the product of the given reaction. (1) Given the reactants [F:1][C:2]([F:24])([F:23])[O:3][C:4]1[CH:9]=[CH:8][C:7]([NH:10][C:11]2[NH:12][C:13]([C:16]3[CH:21]=[CH:20][C:19]([OH:22])=[CH:18][CH:17]=3)=[N:14][N:15]=2)=[CH:6][CH:5]=1.C[Si]([N-][Si](C)(C)C)(C)C.[K+].[NH2:35][C:36]1[N:37]=[N:38][C:39](Cl)=[CH:40][CH:41]=1.[C:43]([O-])([O-:45])=[O:44].[K+].[K+], predict the reaction product. The product is: [F:24][C:2]([F:1])([F:23])[C:43]([OH:45])=[O:44].[F:24][C:2]([F:1])([F:23])[O:3][C:4]1[CH:5]=[CH:6][C:7]([NH:10][C:11]2[NH:12][C:13]([C:16]3[CH:21]=[CH:20][C:19]([O:22][C:39]4[N:38]=[N:37][C:36]([NH2:35])=[CH:41][CH:40]=4)=[CH:18][CH:17]=3)=[N:14][N:15]=2)=[CH:8][CH:9]=1. (2) Given the reactants [CH3:1][CH:2]([N:6]1[C:14]2[C:9](=[CH:10][C:11]([OH:15])=[CH:12][CH:13]=2)[CH:8]=[CH:7]1)[CH2:3][CH2:4][CH3:5].[CH:16]([N:19]=[C:20]=[O:21])([CH3:18])[CH3:17].C(N(CC)CC)C, predict the reaction product. The product is: [CH:16]([NH:19][C:20](=[O:21])[O:15][C:11]1[CH:10]=[C:9]2[C:14](=[CH:13][CH:12]=1)[N:6]([CH:2]([CH2:3][CH2:4][CH3:5])[CH3:1])[CH:7]=[CH:8]2)([CH3:18])[CH3:17]. (3) Given the reactants [CH2:1](N1C(=O)[C:7]2=[CH:6][CH:5]=[CH:4][CH:3]=[C:2]2[C:1]1=O)[C:2]1[CH:7]=[CH:6][CH:5]=[CH:4][CH:3]=1.[CH3:19][C:20]1([CH3:31])[C:28]2[C:23](=[CH:24][CH:25]=[CH:26][CH:27]=2)[C:22]([CH3:30])([CH3:29])[NH:21]1.CI.[Mg], predict the reaction product. The product is: [CH2:1]([N:21]1[C:20]([CH3:31])([CH3:19])[C:28]2[C:23](=[CH:24][CH:25]=[CH:26][CH:27]=2)[C:22]1([CH3:30])[CH3:29])[C:2]1[CH:7]=[CH:6][CH:5]=[CH:4][CH:3]=1. (4) Given the reactants Br[C:2]1[CH:3]=[C:4]([S:8]([NH:11][C:12]2[CH:21]=[CH:20][C:15]([C:16]([O:18][CH3:19])=[O:17])=[C:14]([OH:22])[CH:13]=2)(=[O:10])=[O:9])[CH:5]=[CH:6][CH:7]=1.[C:23]1(B(O)O)[CH:28]=[CH:27][CH:26]=[CH:25][CH:24]=1, predict the reaction product. The product is: [C:2]1([C:23]2[CH:28]=[CH:27][CH:26]=[CH:25][CH:24]=2)[CH:7]=[CH:6][CH:5]=[C:4]([S:8]([NH:11][C:12]2[CH:21]=[CH:20][C:15]([C:16]([O:18][CH3:19])=[O:17])=[C:14]([OH:22])[CH:13]=2)(=[O:10])=[O:9])[CH:3]=1. (5) Given the reactants [Cl:1][C:2]1[CH:7]=[C:6]([C:8]([F:11])([F:10])[F:9])[N:5]=[C:4]([C:12]2[CH:13]=[N:14][CH:15]=[CH:16][CH:17]=2)[N:3]=1.[NH2:18][C:19]1[CH:20]=[C:21]([OH:25])[CH:22]=[CH:23][CH:24]=1.Cl, predict the reaction product. The product is: [ClH:1].[OH:25][C:21]1[CH:20]=[C:19]([CH:24]=[CH:23][CH:22]=1)[NH:18][C:2]1[CH:7]=[C:6]([C:8]([F:11])([F:10])[F:9])[N:5]=[C:4]([C:12]2[CH:13]=[N:14][CH:15]=[CH:16][CH:17]=2)[N:3]=1. (6) Given the reactants [N:1]1([C:7]([O:9][C:10]([CH3:13])([CH3:12])[CH3:11])=[O:8])[CH2:6][CH2:5][NH:4][CH2:3][CH2:2]1.[F:14][C:15]1[CH:16]=[C:17]([CH:21]=[CH:22][C:23]=1[CH3:24])[C:18](O)=[O:19].C(N(CC)CC)C.CN(C(ON1N=NC2C=CC=CC1=2)=[N+](C)C)C.F[P-](F)(F)(F)(F)F, predict the reaction product. The product is: [F:14][C:15]1[CH:16]=[C:17]([CH:21]=[CH:22][C:23]=1[CH3:24])[C:18]([N:4]1[CH2:5][CH2:6][N:1]([C:7]([O:9][C:10]([CH3:13])([CH3:12])[CH3:11])=[O:8])[CH2:2][CH2:3]1)=[O:19]. (7) The product is: [CH3:1][O:2][C:3]([C:5]1[C:10]([NH2:11])=[N:9][CH:8]=[C:7]([CH:12]2[CH2:16][CH2:15][CH2:14][O:13]2)[N:6]=1)=[O:4]. Given the reactants [CH3:1][O:2][C:3]([C:5]1[C:10]([NH2:11])=[N:9][CH:8]=[C:7]([C:12]2[O:13][CH:14]=[CH:15][CH:16]=2)[N:6]=1)=[O:4], predict the reaction product.